Dataset: Catalyst prediction with 721,799 reactions and 888 catalyst types from USPTO. Task: Predict which catalyst facilitates the given reaction. (1) Product: [CH3:1][O:2][C:3](=[O:23])[C:4]1[CH:9]=[CH:8][C:7]([CH2:10][N:11]([CH2:12][CH2:13][CH2:14][CH2:15][N:16]([CH2:17][CH2:18][CH3:19])[CH2:20][CH2:21][CH3:22])[CH3:26])=[CH:6][CH:5]=1. The catalyst class is: 8. Reactant: [CH3:1][O:2][C:3](=[O:23])[C:4]1[CH:9]=[CH:8][C:7]([CH2:10][NH:11][CH2:12][CH2:13][CH2:14][CH2:15][N:16]([CH2:20][CH2:21][CH3:22])[CH2:17][CH2:18][CH3:19])=[CH:6][CH:5]=1.C=O.[CH:26](O)=O. (2) Reactant: [OH:1]/[N:2]=[C:3](/[C@@H:5]1[C@:21]2([CH3:22])[C@H:8]([C@H:9]3[C@H:18]([CH2:19][CH2:20]2)[C@:17]2([CH3:23])[C:12](=[CH:13][C:14](=[O:24])[CH2:15][CH2:16]2)[CH2:11][CH2:10]3)[CH2:7][CH2:6]1)\[CH3:4].N1C=CC=CC=1.[C:31](OC(=O)C)(=[O:33])[CH3:32]. Product: [C:31]([O:1]/[N:2]=[C:3](/[C@@H:5]1[C@:21]2([CH3:22])[C@H:8]([C@H:9]3[C@H:18]([CH2:19][CH2:20]2)[C@:17]2([CH3:23])[C:12](=[CH:13][C:14](=[O:24])[CH2:15][CH2:16]2)[CH2:11][CH2:10]3)[CH2:7][CH2:6]1)\[CH3:4])(=[O:33])[CH3:32]. The catalyst class is: 166. (3) Reactant: [F:1][C:2]([F:11])([F:10])[C:3]1[CH:8]=[CH:7][C:6]([OH:9])=[CH:5][CH:4]=1.ClC1C=CC(O[C:20]([CH3:24])([C:22]#[CH:23])[CH3:21])=C(F)C=1. Product: [CH3:21][C:20]([O:9][C:6]1[CH:5]=[CH:4][C:3]([C:2]([F:10])([F:11])[F:1])=[CH:8][CH:7]=1)([C:22]#[CH:23])[CH3:24]. The catalyst class is: 194. (4) Reactant: [OH:1][C:2]1[CH:12]=[CH:11][C:5]([C:6]([O:8][CH2:9][CH3:10])=[O:7])=[CH:4][CH:3]=1.N1C=CC=CC=1C(O)=O.[O-]P([O-])([O-])=O.[K+].[K+].[K+].Br[C:31]1[CH:36]=[CH:35][C:34]([O:37][CH3:38])=[CH:33][N:32]=1. Product: [CH3:38][O:37][C:34]1[CH:35]=[CH:36][C:31]([O:1][C:2]2[CH:3]=[CH:4][C:5]([C:6]([O:8][CH2:9][CH3:10])=[O:7])=[CH:11][CH:12]=2)=[N:32][CH:33]=1. The catalyst class is: 419.